Predict the reaction yield, written as a fraction of the theoretical maximum amount of product (1.0 means a 100% yield; for example, 0.34 means a 34% yield). From a dataset of Reaction yield outcomes from USPTO patents with 853,638 reactions. (1) The product is [C:23]([O:27][C:21](=[O:35])[NH:18][C:3]1[C:7]([F:15])=[C:8]([O:13][CH3:14])[CH:9]=[C:10]([O:11][CH3:12])[C:2]=1[F:1])([CH3:26])([CH3:25])[CH3:24]. The yield is 0.710. The reactants are [F:1][C:2]1[C:10]([O:11][CH3:12])=[CH:9][C:8]([O:13][CH3:14])=[C:7]([F:15])[C:3]=1C(O)=O.C([N:18]([CH2:21]C)CC)C.[C:23]([OH:27])([CH3:26])([CH3:25])[CH3:24].C1(P(N=[N+]=[N-])(C2C=CC=CC=2)=[O:35])C=CC=CC=1. The catalyst is C1(C)C=CC=CC=1. (2) The reactants are [NH2:1][C:2]1[N:7]=[C:6]([NH:8][C:9](=[O:19])[C:10]2[C:15]([F:16])=[CH:14][C:13]([F:17])=[CH:12][C:11]=2[F:18])[CH:5]=[CH:4][CH:3]=1.[CH3:20][N:21]1[CH2:26][CH2:25][C:24](=O)[CH2:23][CH2:22]1.C(O)(=O)C.C(O[BH-](OC(=O)C)OC(=O)C)(=O)C.[Na+].CN1CCCCC1=O.C(N)(=O)C1C=CC=CC=1.C(Cl)[Cl:64]. The catalyst is ClCCCl. The product is [NH3:1].[CH3:9][OH:19].[ClH:64].[ClH:64].[F:16][C:15]1[CH:14]=[C:13]([F:17])[CH:12]=[C:11]([F:18])[C:10]=1[C:9]([NH:8][C:6]1[CH:5]=[CH:4][CH:3]=[C:2]([NH:1][CH:24]2[CH2:25][CH2:26][N:21]([CH3:20])[CH2:22][CH2:23]2)[N:7]=1)=[O:19]. The yield is 0.0400. (3) The reactants are [CH3:1][N:2]([C:4]([N:6]=[C:7]([NH2:9])[NH2:8])=[NH:5])[CH3:3].Cl.[OH-].[Na+].C(Cl)Cl. The catalyst is C(O)C. The product is [CH3:1][N:2]([C:4]([NH:6][C:7]([NH2:9])=[NH:8])=[NH:5])[CH3:3]. The yield is 0.834. (4) The reactants are [H-].[Na+].[Br:3][C:4]1[CH:5]=[C:6]2[C:11](=[CH:12][CH:13]=1)[NH:10][C:9](=[O:14])[CH2:8][CH2:7]2.Br[CH2:16][C:17]([O:19][C:20]([CH3:23])([CH3:22])[CH3:21])=[O:18]. The catalyst is CN(C)C=O. The product is [Br:3][C:4]1[CH:5]=[C:6]2[C:11](=[CH:12][CH:13]=1)[N:10]([CH2:16][C:17]([O:19][C:20]([CH3:23])([CH3:22])[CH3:21])=[O:18])[C:9](=[O:14])[CH2:8][CH2:7]2. The yield is 0.720. (5) The reactants are Cl[C:2]([O:4][CH2:5][C:6]1[CH:11]=[CH:10][CH:9]=[CH:8][CH:7]=1)=[O:3].[NH:12]1[CH2:20][CH2:19][CH:15]([C:16]([OH:18])=[O:17])[CH2:14][CH2:13]1.C(=O)(O)[O-].[Na+]. The catalyst is C1(C)C=CC=CC=1.O. The product is [C:2]([N:12]1[CH2:20][CH2:19][CH:15]([C:16]([OH:18])=[O:17])[CH2:14][CH2:13]1)([O:4][CH2:5][C:6]1[CH:11]=[CH:10][CH:9]=[CH:8][CH:7]=1)=[O:3]. The yield is 0.860. (6) The reactants are [CH3:1][N:2]1[C:10]2[C@@:9]3([CH3:14])[C:11]([CH3:13])([CH3:12])[C@H:6]([CH2:7][CH2:8]3)[C:5]=2[C:4](=[O:15])[NH:3]1.Br[C:17]1[CH:22]=[CH:21][CH:20]=[CH:19][N:18]=1.N1C=CC=CC=1C(O)=O.C(=O)(O)[O-].[K+]. The catalyst is CN(C)C=O.Cl.[Cu]I. The product is [N:18]1[CH:19]=[CH:20][CH:21]=[CH:22][C:17]=1[N:3]1[C:4](=[O:15])[C:5]2[C@@H:6]3[C:11]([CH3:12])([CH3:13])[C@@:9]([CH3:14])([CH2:8][CH2:7]3)[C:10]=2[N:2]1[CH3:1]. The yield is 0.230. (7) The reactants are [BH4-].[Na+].[C:3]([C:5](=[CH:9][C:10]1[CH:15]=[CH:14][C:13]([O:16][CH3:17])=[CH:12][C:11]=1[CH3:18])[C:6]([OH:8])=[O:7])#[N:4].C(=O)(O)[O-].[Na+].Cl. The catalyst is O. The product is [C:3]([CH:5]([CH2:9][C:10]1[CH:15]=[CH:14][C:13]([O:16][CH3:17])=[CH:12][C:11]=1[CH3:18])[C:6]([OH:8])=[O:7])#[N:4]. The yield is 0.970. (8) The reactants are Cl[C:2](=[O:7])[C:3]([O:5][CH3:6])=[O:4].[NH2:8][C:9]1[CH:26]=[CH:25][C:12]([O:13][C@@H:14]2[CH2:19][CH2:18][C@H:17]([C:20]([O:22][CH2:23][CH3:24])=[O:21])[CH2:16][CH2:15]2)=[CH:11][CH:10]=1.N1C=CC=CC=1. The product is [CH3:6][O:5][C:3](=[O:4])[C:2]([NH:8][C:9]1[CH:10]=[CH:11][C:12]([O:13][C@@H:14]2[CH2:19][CH2:18][C@H:17]([C:20]([O:22][CH2:23][CH3:24])=[O:21])[CH2:16][CH2:15]2)=[CH:25][CH:26]=1)=[O:7]. The yield is 0.700. The catalyst is C(Cl)Cl.